This data is from Full USPTO retrosynthesis dataset with 1.9M reactions from patents (1976-2016). The task is: Predict the reactants needed to synthesize the given product. (1) Given the product [NH2:1][CH:2]([CH2:3][S:4][CH2:12][CH2:11][OH:10])[C:5]([OH:7])=[O:6], predict the reactants needed to synthesize it. The reactants are: [NH2:1][C@H:2]([C:5]([OH:7])=[O:6])[CH2:3][SH:4].[OH-].[Na+].[O:10]1[CH2:12][CH2:11]1. (2) Given the product [F:22][C:23]([F:29])([F:28])[CH2:24][C:25]([NH:11][C:9]1[N:10]=[C:5]2[CH:4]=[CH:3][C:2]([F:1])=[CH:7][N:6]2[C:8]=1[CH3:12])=[O:26], predict the reactants needed to synthesize it. The reactants are: [F:1][C:2]1[CH:3]=[CH:4][C:5]2[N:6]([C:8]([CH3:12])=[C:9]([NH2:11])[N:10]=2)[CH:7]=1.C(N(CC)C(C)C)(C)C.[F:22][C:23]([F:29])([F:28])[CH2:24][C:25](Cl)=[O:26]. (3) Given the product [CH2:1]([NH:3][CH2:4][CH2:5][O:6][C:10]1[CH:15]=[CH:14][C:13]([N+:16]([O-:18])=[O:17])=[CH:12][CH:11]=1)[CH3:2], predict the reactants needed to synthesize it. The reactants are: [CH2:1]([NH:3][CH2:4][CH2:5][OH:6])[CH3:2].[H-].[Na+].F[C:10]1[CH:15]=[CH:14][C:13]([N+:16]([O-:18])=[O:17])=[CH:12][CH:11]=1.Cl. (4) Given the product [ClH:22].[F:14][C:12]([F:13])([F:15])[C:11]1[N:7]2[CH:6]=[N:5][C:4]([NH2:1])=[C:8]2[S:9][CH:10]=1, predict the reactants needed to synthesize it. The reactants are: [N+:1]([C:4]1[N:5]=[CH:6][N:7]2[C:11]([C:12]([F:15])([F:14])[F:13])=[CH:10][S:9][C:8]=12)([O-])=O.C(OCC)(=O)C.[ClH:22].